This data is from Full USPTO retrosynthesis dataset with 1.9M reactions from patents (1976-2016). The task is: Predict the reactants needed to synthesize the given product. (1) Given the product [C:1]([O:5][C:6]([N:8]1[CH2:13][CH2:12][CH2:11][C@@H:10]([C:14](=[O:16])[NH:32][C:29]2[CH:28]=[C:27]([C:33]3[CH:38]=[CH:37][CH:36]=[C:35]([NH:39][CH2:40][CH:41]4[CH2:46][CH2:45][O:44][CH2:43][CH2:42]4)[N:34]=3)[C:26]([Cl:25])=[CH:31][N:30]=2)[CH2:9]1)=[O:7])([CH3:2])([CH3:3])[CH3:4], predict the reactants needed to synthesize it. The reactants are: [C:1]([O:5][C:6]([N:8]1[CH2:13][CH2:12][CH2:11][C@@H:10]([C:14]([OH:16])=O)[CH2:9]1)=[O:7])([CH3:4])([CH3:3])[CH3:2].ClC(N(C)C)=C(C)C.[Cl:25][C:26]1[C:27]([C:33]2[CH:38]=[CH:37][CH:36]=[C:35]([NH:39][CH2:40][CH:41]3[CH2:46][CH2:45][O:44][CH2:43][CH2:42]3)[N:34]=2)=[CH:28][C:29]([NH2:32])=[N:30][CH:31]=1.N1C=CC=CC=1. (2) Given the product [NH2:7][C:8]1[N:9]([CH3:26])[C:10](=[O:25])[C:11]([CH3:24])([CH3:23])[C@:12]([C:15]2[CH:20]=[C:19]([NH:36][C:32]3[CH:33]=[CH:34][CH:35]=[C:30]([O:29][CH3:28])[CH:31]=3)[CH:18]=[CH:17][C:16]=2[F:22])([CH3:14])[N:13]=1, predict the reactants needed to synthesize it. The reactants are: C(OC(=O)[NH:7][C:8]1[N:9]([CH3:26])[C:10](=[O:25])[C:11]([CH3:24])([CH3:23])[C@:12]([C:15]2[CH:20]=[C:19](Br)[CH:18]=[CH:17][C:16]=2[F:22])([CH3:14])[N:13]=1)(C)(C)C.[CH3:28][O:29][C:30]1[CH:31]=[C:32]([NH2:36])[CH:33]=[CH:34][CH:35]=1. (3) Given the product [CH3:10][N:11]1[CH2:19][CH:18]2[CH:13]([N:14]([C:2]3[CH:9]=[CH:8][C:5]([CH:6]=[O:7])=[CH:4][CH:3]=3)[CH2:15][CH2:16][CH2:17]2)[CH2:12]1, predict the reactants needed to synthesize it. The reactants are: Br[C:2]1[CH:9]=[CH:8][C:5]([CH:6]=[O:7])=[CH:4][CH:3]=1.[CH3:10][N:11]1[CH2:19][CH:18]2[CH:13]([NH:14][CH2:15][CH2:16][CH2:17]2)[CH2:12]1. (4) Given the product [CH2:21]([O:20][C:18](=[O:19])[C:7]1[C:6]([F:8])=[CH:5][N:4]=[CH:3][C:2]=1[Br:1])[CH3:22], predict the reactants needed to synthesize it. The reactants are: [Br:1][C:2]1[CH:3]=[N:4][CH:5]=[C:6]([F:8])[CH:7]=1.C(NC(C)C)(C)C.[Li].Cl[C:18]([O:20][CH2:21][CH3:22])=[O:19]. (5) Given the product [C:10]([C:8]1[N:7]([C:13]2[CH:18]=[CH:17][C:16]([CH2:19][CH2:20][NH:21][C:22]([NH:24][S:25]([C:28]3[CH:33]=[CH:32][C:31]([CH3:34])=[CH:30][CH:29]=3)(=[O:27])=[O:26])=[O:23])=[CH:15][CH:14]=2)[C:6]2[CH:35]=[C:2]([Cl:1])[C:3]([C:36]([F:38])([F:39])[F:37])=[CH:4][C:5]=2[N:9]=1)(=[O:12])[CH3:11], predict the reactants needed to synthesize it. The reactants are: [Cl:1][C:2]1[C:3]([C:36]([F:39])([F:38])[F:37])=[CH:4][C:5]2[N:9]=[C:8]([CH:10]([OH:12])[CH3:11])[N:7]([C:13]3[CH:18]=[CH:17][C:16]([CH2:19][CH2:20][NH:21][C:22]([NH:24][S:25]([C:28]4[CH:33]=[CH:32][C:31]([CH3:34])=[CH:30][CH:29]=4)(=[O:27])=[O:26])=[O:23])=[CH:15][CH:14]=3)[C:6]=2[CH:35]=1.